This data is from Full USPTO retrosynthesis dataset with 1.9M reactions from patents (1976-2016). The task is: Predict the reactants needed to synthesize the given product. Given the product [Cl:1][C:2]1[CH:7]=[CH:6][C:5]2[C:8]3[C:9](=[CH:10][CH:11]=[CH:12][CH:13]=3)[NH:14][C:4]=2[CH:3]=1, predict the reactants needed to synthesize it. The reactants are: [Cl:1][C:2]1[CH:7]=[CH:6][C:5]([C:8]2[CH:13]=[CH:12][CH:11]=[CH:10][C:9]=2[N+:14]([O-])=O)=[CH:4][CH:3]=1.